This data is from Forward reaction prediction with 1.9M reactions from USPTO patents (1976-2016). The task is: Predict the product of the given reaction. (1) Given the reactants [OH:1][C@@H:2]1[CH2:7][CH2:6][CH2:5][N:4]([C:8]([O:10][C:11]([CH3:14])([CH3:13])[CH3:12])=[O:9])[CH2:3]1.[H-].[Na+].I[CH3:18], predict the reaction product. The product is: [CH3:18][O:1][C@@H:2]1[CH2:7][CH2:6][CH2:5][N:4]([C:8]([O:10][C:11]([CH3:14])([CH3:13])[CH3:12])=[O:9])[CH2:3]1. (2) Given the reactants C(=O)([O-])[O-].[Cs+].[Cs+].[CH2:7]([SH:9])[CH3:8].Cl[CH2:11][C:12]1[N:13]=[C:14]([CH:17]2[CH2:22][CH:21]([C:23]3[CH:28]=[CH:27][C:26]([CH2:29][CH3:30])=[CH:25][CH:24]=3)[CH2:20][N:19]([C:31]([N:33]3[CH2:38][CH2:37][O:36][CH2:35][CH2:34]3)=[O:32])[CH2:18]2)[S:15][CH:16]=1, predict the reaction product. The product is: [CH2:29]([C:26]1[CH:27]=[CH:28][C:23]([CH:21]2[CH2:22][CH:17]([C:14]3[S:15][CH:16]=[C:12]([CH2:11][S:9][CH2:7][CH3:8])[N:13]=3)[CH2:18][N:19]([C:31]([N:33]3[CH2:34][CH2:35][O:36][CH2:37][CH2:38]3)=[O:32])[CH2:20]2)=[CH:24][CH:25]=1)[CH3:30]. (3) Given the reactants [CH3:1][O:2][C:3](=[O:27])[C@@H:4]([NH:9][CH2:10][C:11]([O:18][C:19]1[CH:24]=[CH:23][C:22]([O:25][CH3:26])=[CH:21][CH:20]=1)=[CH:12][C:13](OCC)=[O:14])[CH2:5][CH:6]([CH3:8])[CH3:7], predict the reaction product. The product is: [CH3:1][O:2][C:3](=[O:27])[C@@H:4]([N:9]1[CH2:10][C:11]([O:18][C:19]2[CH:24]=[CH:23][C:22]([O:25][CH3:26])=[CH:21][CH:20]=2)=[CH:12][C:13]1=[O:14])[CH2:5][CH:6]([CH3:8])[CH3:7]. (4) The product is: [Cl:1][C:2]1[CH:7]=[CH:6][C:5]([S:8][C:9]2[N:13]([CH3:14])[C:12]([C:15]3[CH:20]=[CH:19][CH:18]=[CH:17][N:16]=3)=[N:11][C:10]=2[C:21]2[CH:22]=[CH:23][C:24]([C:25]([NH:27][NH:28][CH:31]=[O:32])=[O:26])=[CH:29][CH:30]=2)=[CH:4][CH:3]=1. Given the reactants [Cl:1][C:2]1[CH:7]=[CH:6][C:5]([S:8][C:9]2[N:13]([CH3:14])[C:12]([C:15]3[CH:20]=[CH:19][CH:18]=[CH:17][N:16]=3)=[N:11][C:10]=2[C:21]2[CH:30]=[CH:29][C:24]([C:25]([NH:27][NH2:28])=[O:26])=[CH:23][CH:22]=2)=[CH:4][CH:3]=1.[CH:31](O)=[O:32], predict the reaction product. (5) Given the reactants [CH3:1][O-:2].[Na+].[CH3:4][C:5]1[N:10]=[C:9](Cl)[C:8]([F:12])=[C:7]([Cl:13])[N:6]=1, predict the reaction product. The product is: [Cl:13][C:7]1[C:8]([F:12])=[C:9]([O:2][CH3:1])[N:10]=[C:5]([CH3:4])[N:6]=1. (6) Given the reactants [N:1]([C@@H:4]1[CH2:13][CH2:12][CH2:11][C:10]2[CH:9]=[C:8]([CH:14]=O)[CH:7]=[CH:6][C:5]1=2)=[N+:2]=[N-:3].[CH:16]1([NH2:21])[CH2:20][CH2:19][CH2:18][CH2:17]1.C(O)(=O)C.[O-]S([O-])(=O)=O.[Mg+2].C(O[BH-](OC(=O)C)OC(=O)C)(=O)C.[Na+].C([O-])(O)=O.[Na+], predict the reaction product. The product is: [N:1]([C@@H:4]1[CH2:13][CH2:12][CH2:11][C:10]2[CH:9]=[C:8]([CH2:14][NH:21][CH:16]3[CH2:20][CH2:19][CH2:18][CH2:17]3)[CH:7]=[CH:6][C:5]1=2)=[N+:2]=[N-:3]. (7) Given the reactants [CH2:1]([O:8][C:9]1[CH:24]=[CH:23][C:12]([CH2:13][NH:14][CH2:15][CH2:16][C:17]2[CH:22]=[CH:21][CH:20]=[CH:19][N:18]=2)=[CH:11][C:10]=1[CH2:25][OH:26])[C:2]1[CH:7]=[CH:6][CH:5]=[CH:4][CH:3]=1.CCN(CC)CC.CN(C=O)C.[C:39]1([CH2:45][CH2:46][CH2:47][CH2:48][C:49](Cl)=[O:50])[CH:44]=[CH:43][CH:42]=[CH:41][CH:40]=1, predict the reaction product. The product is: [CH2:1]([O:8][C:9]1[CH:24]=[CH:23][C:12]([CH2:13][N:14]([CH2:15][CH2:16][C:17]2[CH:22]=[CH:21][CH:20]=[CH:19][N:18]=2)[C:49](=[O:50])[CH2:48][CH2:47][CH2:46][CH2:45][C:39]2[CH:44]=[CH:43][CH:42]=[CH:41][CH:40]=2)=[CH:11][C:10]=1[CH2:25][OH:26])[C:2]1[CH:7]=[CH:6][CH:5]=[CH:4][CH:3]=1. (8) Given the reactants Cl.[NH2:2][C:3]1[C:4]2[C:14]([O:15][CH2:16][C:17]([NH2:20])([CH3:19])[CH3:18])=[CH:13][CH:12]=[CH:11][C:5]=2[NH:6][S:7](=[O:10])(=[O:9])[N:8]=1.[N:21]1[CH:26]=[CH:25][C:24]([C:27](O)=[O:28])=[N:23][CH:22]=1, predict the reaction product. The product is: [NH2:2][C:3]1[C:4]2[C:14]([O:15][CH2:16][C:17]([NH:20][C:27]([C:24]3[CH:25]=[CH:26][N:21]=[CH:22][N:23]=3)=[O:28])([CH3:18])[CH3:19])=[CH:13][CH:12]=[CH:11][C:5]=2[NH:6][S:7](=[O:10])(=[O:9])[N:8]=1.